This data is from Merck oncology drug combination screen with 23,052 pairs across 39 cell lines. The task is: Regression. Given two drug SMILES strings and cell line genomic features, predict the synergy score measuring deviation from expected non-interaction effect. (1) Synergy scores: synergy=10.2. Cell line: SKMEL30. Drug 2: Cn1cc(-c2cnn3c(N)c(Br)c(C4CCCNC4)nc23)cn1. Drug 1: CCN(CC)CCNC(=O)c1c(C)[nH]c(C=C2C(=O)Nc3ccc(F)cc32)c1C. (2) Drug 1: O=C(O)C1(Cc2cccc(Nc3nccs3)n2)CCC(Oc2cccc(Cl)c2F)CC1. Drug 2: Cn1cc(-c2cnn3c(N)c(Br)c(C4CCCNC4)nc23)cn1. Cell line: LNCAP. Synergy scores: synergy=-85.0. (3) Drug 1: CCC1(O)C(=O)OCc2c1cc1n(c2=O)Cc2cc3c(CN(C)C)c(O)ccc3nc2-1. Drug 2: CNC(=O)c1cc(Oc2ccc(NC(=O)Nc3ccc(Cl)c(C(F)(F)F)c3)cc2)ccn1. Cell line: EFM192B. Synergy scores: synergy=-4.32.